Dataset: Reaction yield outcomes from USPTO patents with 853,638 reactions. Task: Predict the reaction yield, written as a fraction of the theoretical maximum amount of product (1.0 means a 100% yield; for example, 0.34 means a 34% yield). (1) The reactants are N([O-])=O.[Na+].[Br:5][C:6]1[CH:12]=[CH:11][C:9](N)=[C:8]([O:13][C:14]([F:17])([F:16])[F:15])[CH:7]=1.[ClH:18]. The catalyst is O.Cl[Cu]. The product is [Br:5][C:6]1[CH:12]=[CH:11][C:9]([Cl:18])=[C:8]([O:13][C:14]([F:17])([F:16])[F:15])[CH:7]=1. The yield is 0.400. (2) The reactants are C(Cl)(=O)C(Cl)=O.CS(C)=O.[Cl:11][C:12]1[C:13]2[CH:24]=[CH:23][CH:22]=[CH:21][C:14]=2[S:15][C:16]=1[CH2:17][CH2:18][CH2:19][OH:20].C(N(CC)CC)C. The catalyst is ClCCl.O. The product is [Cl:11][C:12]1[C:13]2[CH:24]=[CH:23][CH:22]=[CH:21][C:14]=2[S:15][C:16]=1[CH2:17][CH2:18][CH:19]=[O:20]. The yield is 0.830.